This data is from Full USPTO retrosynthesis dataset with 1.9M reactions from patents (1976-2016). The task is: Predict the reactants needed to synthesize the given product. Given the product [C:18]1([CH:16]2[CH2:17][NH:14][CH2:15]2)[CH:23]=[CH:22][CH:21]=[CH:20][CH:19]=1, predict the reactants needed to synthesize it. The reactants are: C([N:14]1[CH2:17][CH:16]([C:18]2[CH:23]=[CH:22][CH:21]=[CH:20][CH:19]=2)[CH2:15]1)(C1C=CC=CC=1)C1C=CC=CC=1.[H][H].